The task is: Predict which catalyst facilitates the given reaction.. This data is from Catalyst prediction with 721,799 reactions and 888 catalyst types from USPTO. (1) Reactant: [CH3:1][CH:2]([C:4]1[N:8]([CH2:9][CH2:10][C@@H:11]([OH:19])[CH2:12][C@@H:13]([OH:18])[CH2:14][C:15]([O-:17])=[O:16])[C:7]([C:20]2[CH:21]=[CH:22][C:23]([F:26])=[CH:24][CH:25]=2)=[C:6]([C:27]2[CH:28]=[CH:29][CH:30]=[CH:31][CH:32]=2)[C:5]=1[C:33]([NH:35][C:36]1[CH:37]=[CH:38][CH:39]=[CH:40][CH:41]=1)=[O:34])[CH3:3].[CH3:3][CH:2]([C:4]1[N:8]([CH2:9][CH2:10][C@@H:11]([OH:19])[CH2:12][C@@H:13]([OH:18])[CH2:14][C:15]([O-:17])=[O:16])[C:7]([C:20]2[CH:25]=[CH:24][C:23]([F:26])=[CH:22][CH:21]=2)=[C:6]([C:27]2[CH:32]=[CH:31][CH:30]=[CH:29][CH:28]=2)[C:5]=1[C:33]([NH:35][C:36]1[CH:41]=[CH:40][CH:39]=[CH:38][CH:37]=1)=[O:34])[CH3:1].[Ca+2].[CH3:84][CH:85]([C@H:87]([CH2:103][C@H:104]([NH2:122])[C@@H:105]([OH:121])[CH2:106][C@H:107]([C:111]([NH:113][CH2:114][C:115]([C:118]([NH2:120])=[O:119])([CH3:117])[CH3:116])=[O:112])[CH:108]([CH3:110])[CH3:109])[CH2:88][C:89]1[CH:90]=[CH:91][C:92]([O:101][CH3:102])=[C:93]([O:95][CH2:96][CH2:97][CH2:98][O:99][CH3:100])[CH:94]=1)[CH3:86]. Product: [CH3:3][CH:2]([C:4]1[N:8]([CH2:9][CH2:10][C@@H:11]([OH:19])[CH2:12][C@@H:13]([OH:18])[CH2:14][C:15]([OH:17])=[O:16])[C:7]([C:20]2[CH:25]=[CH:24][C:23]([F:26])=[CH:22][CH:21]=2)=[C:6]([C:27]2[CH:32]=[CH:31][CH:30]=[CH:29][CH:28]=2)[C:5]=1[C:33]([NH:35][C:36]1[CH:41]=[CH:40][CH:39]=[CH:38][CH:37]=1)=[O:34])[CH3:1].[CH3:86][CH:85]([C@H:87]([CH2:103][C@H:104]([NH2:122])[C@@H:105]([OH:121])[CH2:106][C@H:107]([C:111]([NH:113][CH2:114][C:115]([C:118]([NH2:120])=[O:119])([CH3:116])[CH3:117])=[O:112])[CH:108]([CH3:109])[CH3:110])[CH2:88][C:89]1[CH:90]=[CH:91][C:92]([O:101][CH3:102])=[C:93]([O:95][CH2:96][CH2:97][CH2:98][O:99][CH3:100])[CH:94]=1)[CH3:84]. The catalyst class is: 47. (2) Reactant: [F:1][C:2]1[CH:9]=[C:8]([OH:10])[CH:7]=[C:6]([F:11])[C:3]=1[CH:4]=[O:5].C([O-])([O-])=O.[K+].[K+].Br[CH2:19][CH2:20][CH2:21][O:22][Si:23]([C:26]([CH3:29])([CH3:28])[CH3:27])([CH3:25])[CH3:24]. Product: [Si:23]([O:22][CH2:21][CH2:20][CH2:19][O:10][C:8]1[CH:9]=[C:2]([F:1])[C:3]([CH:4]=[O:5])=[C:6]([F:11])[CH:7]=1)([C:26]([CH3:27])([CH3:28])[CH3:29])([CH3:25])[CH3:24]. The catalyst class is: 3. (3) Reactant: [NH2:1][C:2]1[CH:3]=[N:4][CH:5]=[CH:6][CH:7]=1.[CH2:8]([O:10][C:11]1[C:12](=O)[C:13](=[O:18])[C:14]=1[O:15]CC)[CH3:9]. Product: [CH2:8]([O:10][C:11]1[C:14](=[O:15])[C:13](=[O:18])[C:12]=1[NH:1][C:2]1[CH:3]=[N:4][CH:5]=[CH:6][CH:7]=1)[CH3:9]. The catalyst class is: 14. (4) Reactant: [OH:1][C:2]1[CH:7]=[CH:6][C:5]([N:8]2[C:13](=[O:14])[C:12]([CH2:15][C:16]3[CH:21]=[CH:20][C:19]([C:22]4[C:23]([C:28]#[N:29])=[CH:24][CH:25]=[CH:26][CH:27]=4)=[CH:18][CH:17]=3)=[C:11]([CH2:30][CH2:31][CH3:32])[N:10]=[C:9]2[CH3:33])=[CH:4][CH:3]=1.[Si:34]([O:41][CH:42]1[CH2:47][CH2:46][CH:45](O)[CH2:44][CH2:43]1)([C:37]([CH3:40])([CH3:39])[CH3:38])([CH3:36])[CH3:35].C1(P(C2C=CC=CC=2)C2C=CC=CC=2)C=CC=CC=1.[N:69]([C:70]([O:72]C(C)C)=[O:71])=[N:69][C:70]([O:72]C(C)C)=[O:71]. Product: [Si:34]([O:41][CH:42]1[CH2:47][CH2:46][CH:45]([O:1][C:2]2[CH:3]=[CH:4][C:5]([N:8]3[C:13](=[O:14])[C:12]([CH2:15][C:16]4[CH:21]=[CH:20][C:19]([C:22]5[CH:27]=[CH:26][CH:25]=[CH:24][C:23]=5[C:28]5[NH:69][C:70](=[O:71])[O:72][N:29]=5)=[CH:18][CH:17]=4)=[C:11]([CH2:30][CH2:31][CH3:32])[N:10]=[C:9]3[CH3:33])=[CH:6][CH:7]=2)[CH2:44][CH2:43]1)([C:37]([CH3:40])([CH3:39])[CH3:38])([CH3:36])[CH3:35]. The catalyst class is: 253.